This data is from Reaction yield outcomes from USPTO patents with 853,638 reactions. The task is: Predict the reaction yield, written as a fraction of the theoretical maximum amount of product (1.0 means a 100% yield; for example, 0.34 means a 34% yield). (1) The reactants are [CH2:1]([O:3][C:4](=[O:25])[C:5]([CH2:12][CH2:13][N:14]1[C:22](=[O:23])[C:21]2[C:16](=[CH:17][CH:18]=[CH:19][CH:20]=2)[C:15]1=[O:24])([CH3:11])[C:6]([O:8]CC)=[O:7])[CH3:2].P([O-])([O-])([O-])=O.[OH-].[Na+]. The catalyst is C(O)C. The product is [O:24]=[C:15]1[C:16]2[C:21](=[CH:20][CH:19]=[CH:18][CH:17]=2)[C:22](=[O:23])[N:14]1[CH2:13][CH2:12][C@:5]([C:4]([O:3][CH2:1][CH3:2])=[O:25])([CH3:11])[C:6]([OH:8])=[O:7]. The yield is 0.720. (2) The reactants are [O:1]1[C:5]2([CH2:10][CH2:9][CH:8]([NH:11][C:12]3[NH:16][N:15]=[CH:14][CH:13]=3)[CH2:7][CH2:6]2)[O:4][CH2:3][CH2:2]1.N12CCCN=C1CCCCC2.[C:28]([C:30]1[CH:35]=[CH:34][CH:33]=[CH:32][C:31]=1[C:36]1[CH:41]=[CH:40][C:39]([CH2:42][CH:43]([C:49](=O)[CH2:50][CH2:51][CH3:52])[C:44](OCC)=[O:45])=[CH:38][C:37]=1[CH3:54])#[N:29].C(OCC)(=O)C. The catalyst is CCN(C1C=CC=CC=1)CC.O. The product is [O:4]1[C:5]2([CH2:6][CH2:7][CH:8]([N:11]3[C:44](=[O:45])[C:43]([CH2:42][C:39]4[CH:40]=[CH:41][C:36]([C:31]5[C:30]([C:28]#[N:29])=[CH:35][CH:34]=[CH:33][CH:32]=5)=[C:37]([CH3:54])[CH:38]=4)=[C:49]([CH2:50][CH2:51][CH3:52])[N:16]4[N:15]=[CH:14][CH:13]=[C:12]34)[CH2:9][CH2:10]2)[O:1][CH2:2][CH2:3]1. The yield is 0.740.